From a dataset of Catalyst prediction with 721,799 reactions and 888 catalyst types from USPTO. Predict which catalyst facilitates the given reaction. (1) Reactant: [Br:1][CH2:2][C:3]([C:5]1[CH:6]=[CH:7][C:8]2[O:13][C:12]([CH3:15])([CH3:14])[O:11][CH2:10][C:9]=2[CH:16]=1)=[O:4].B.C1COCC1. Product: [Br:1][CH2:2][C@@H:3]([C:5]1[CH:6]=[CH:7][C:8]2[O:13][C:12]([CH3:14])([CH3:15])[O:11][CH2:10][C:9]=2[CH:16]=1)[OH:4]. The catalyst class is: 1. (2) Reactant: [I-].C([O:6][C:7](=O)[CH2:8][CH2:9][C:10]([O:12][CH2:13][O:14][C:15]1[CH:20]=[C:19]([N:21]2[CH2:26][CH2:25][O:24][CH2:23][CH2:22]2)[O+:18]=[C:17]2[C:27]([C:30]3[CH:39]=[CH:38][C:33]4[O:34][CH2:35][CH2:36][O:37][C:32]=4[CH:31]=3)=[CH:28][S:29][C:16]=12)=[O:11])(C)(C)C.[ClH:41].S(Cl)([Cl:44])=O. The catalyst class is: 4. Product: [Cl-:44].[Cl:41][C:7](=[O:6])[CH2:8][CH2:9][C:10]([O:12][CH2:13][O:14][C:15]1[CH:20]=[C:19]([N:21]2[CH2:26][CH2:25][O:24][CH2:23][CH2:22]2)[O+:18]=[C:17]2[C:27]([C:30]3[CH:39]=[CH:38][C:33]4[O:34][CH2:35][CH2:36][O:37][C:32]=4[CH:31]=3)=[CH:28][S:29][C:16]=12)=[O:11]. (3) Reactant: [OH:1][C:2]1[CH:11]=[CH:10][C:5]2[C:6](=[O:9])[CH2:7][O:8][C:4]=2[CH:3]=1.[NH:12]1[C:20]2[C:15](=[CH:16][CH:17]=[CH:18][CH:19]=2)[C:14]([CH:21]=O)=[CH:13]1.Cl. Product: [NH:12]1[C:20]2[C:15](=[CH:16][CH:17]=[CH:18][CH:19]=2)[C:14](/[CH:21]=[C:7]2\[O:8][C:4]3[CH:3]=[C:2]([OH:1])[CH:11]=[CH:10][C:5]=3[C:6]\2=[O:9])=[CH:13]1. The catalyst class is: 8. (4) Reactant: [CH2:1]([S:3]([C:6]1[C:7]([C:12]2[N:25]([CH3:26])[C:15]3=[N:16][CH:17]=[C:18]([S:20][C:21]([F:24])([F:23])[F:22])[CH:19]=[C:14]3[N:13]=2)=[N:8][CH:9]=[CH:10][CH:11]=1)(=[O:5])=[O:4])[CH3:2].ClC1C=CC=C(C(OO)=[O:35])C=1.S([O-])([O-])(=O)=S.[Na+].[Na+].C(=O)(O)[O-].[Na+]. Product: [CH2:1]([S:3]([C:6]1[C:7]([C:12]2[N:25]([CH3:26])[C:15]3=[N:16][CH:17]=[C:18]([S:20]([C:21]([F:24])([F:22])[F:23])=[O:35])[CH:19]=[C:14]3[N:13]=2)=[N:8][CH:9]=[CH:10][CH:11]=1)(=[O:5])=[O:4])[CH3:2]. The catalyst class is: 22. (5) Reactant: [OH:1][C:2]1[CH:7]=[C:6]([CH3:8])[N:5]([CH3:9])[C:4](=[O:10])[C:3]=1[C:11](=[O:27])[CH:12]=[CH:13][C:14]1[CH:19]=[CH:18][CH:17]=[C:16]([CH2:20][S:21][CH2:22][C:23]([O:25][CH3:26])=[O:24])[CH:15]=1.ClC1C=CC=C(C(OO)=[O:36])C=1. Product: [OH:1][C:2]1[CH:7]=[C:6]([CH3:8])[N:5]([CH3:9])[C:4](=[O:10])[C:3]=1[C:11](=[O:27])[CH:12]=[CH:13][C:14]1[CH:19]=[CH:18][CH:17]=[C:16]([CH2:20][S:21]([CH2:22][C:23]([O:25][CH3:26])=[O:24])=[O:36])[CH:15]=1. The catalyst class is: 2. (6) Reactant: C(OC([NH:11][C@H:12]([C:14]1[N:19]=[C:18]2[CH:20]=[CH:21][N:22]([CH3:23])[C:17]2=[CH:16][C:15]=1[C:24]1[CH2:25][N:26]([C:29]([O:31][C:32]([CH3:35])([CH3:34])[CH3:33])=[O:30])[CH2:27][CH:28]=1)[CH3:13])=O)C1C=CC=CC=1. Product: [NH2:11][C@H:12]([C:14]1[N:19]=[C:18]2[CH:20]=[CH:21][N:22]([CH3:23])[C:17]2=[CH:16][C:15]=1[CH:24]1[CH2:28][CH2:27][N:26]([C:29]([O:31][C:32]([CH3:33])([CH3:35])[CH3:34])=[O:30])[CH2:25]1)[CH3:13]. The catalyst class is: 50.